Dataset: Full USPTO retrosynthesis dataset with 1.9M reactions from patents (1976-2016). Task: Predict the reactants needed to synthesize the given product. Given the product [Si:28]([O:27][C@@H:26]1[C@H:35]([O:36][Si:37]([C:40]([CH3:41])([CH3:42])[CH3:43])([CH3:39])[CH3:38])[C@@H:44]([CH2:45][O:46][Si:47]([C:50]([CH3:51])([CH3:52])[CH3:53])([CH3:48])[CH3:49])[O:54][C@H:25]1[N:24]1[C:55]2[N:56]=[CH:57][N:58]=[C:59]([NH2:62])[C:60]=2[N:61]=[C:23]1[NH:22][CH2:21][C:18]1[CH:17]=[CH:16][C:15]([C:11]2[CH:12]=[CH:13][CH:14]=[C:9]([OH:8])[CH:10]=2)=[CH:20][CH:19]=1)([C:31]([CH3:33])([CH3:34])[CH3:32])([CH3:29])[CH3:30], predict the reactants needed to synthesize it. The reactants are: C([O:8][C:9]1[CH:10]=[C:11]([C:15]2[CH:20]=[CH:19][C:18]([CH2:21][NH:22][C:23]3[N:24]([C:55]4[N:56]=[CH:57][N:58]=[C:59]([NH2:62])[C:60]=4[N:61]=3)[C@@H:25]3[O:54][C@H:44]([CH2:45][O:46][Si:47]([C:50]([CH3:53])([CH3:52])[CH3:51])([CH3:49])[CH3:48])[C@@H:35]([O:36][Si:37]([C:40]([CH3:43])([CH3:42])[CH3:41])([CH3:39])[CH3:38])[C@H:26]3[O:27][Si:28]([C:31]([CH3:34])([CH3:33])[CH3:32])([CH3:30])[CH3:29])=[CH:17][CH:16]=2)[CH:12]=[CH:13][CH:14]=1)C1C=CC=CC=1.